Dataset: NCI-60 drug combinations with 297,098 pairs across 59 cell lines. Task: Regression. Given two drug SMILES strings and cell line genomic features, predict the synergy score measuring deviation from expected non-interaction effect. (1) Drug 1: C1=CC(=CC=C1CC(C(=O)O)N)N(CCCl)CCCl.Cl. Drug 2: CC=C1C(=O)NC(C(=O)OC2CC(=O)NC(C(=O)NC(CSSCCC=C2)C(=O)N1)C(C)C)C(C)C. Cell line: UO-31. Synergy scores: CSS=14.4, Synergy_ZIP=-2.30, Synergy_Bliss=4.15, Synergy_Loewe=3.97, Synergy_HSA=3.98. (2) Drug 1: C#CCC(CC1=CN=C2C(=N1)C(=NC(=N2)N)N)C3=CC=C(C=C3)C(=O)NC(CCC(=O)O)C(=O)O. Drug 2: C1CN(CCN1C(=O)CCBr)C(=O)CCBr. Cell line: SNB-19. Synergy scores: CSS=22.5, Synergy_ZIP=-2.24, Synergy_Bliss=5.20, Synergy_Loewe=4.07, Synergy_HSA=5.56. (3) Drug 1: C1=CC(=CC=C1CCCC(=O)O)N(CCCl)CCCl. Drug 2: CCC(=C(C1=CC=CC=C1)C2=CC=C(C=C2)OCCN(C)C)C3=CC=CC=C3.C(C(=O)O)C(CC(=O)O)(C(=O)O)O. Cell line: UACC-257. Synergy scores: CSS=-6.08, Synergy_ZIP=-2.02, Synergy_Bliss=-7.00, Synergy_Loewe=-10.8, Synergy_HSA=-10.0. (4) Drug 1: CCC1=C2CN3C(=CC4=C(C3=O)COC(=O)C4(CC)O)C2=NC5=C1C=C(C=C5)O. Drug 2: CCCCC(=O)OCC(=O)C1(CC(C2=C(C1)C(=C3C(=C2O)C(=O)C4=C(C3=O)C=CC=C4OC)O)OC5CC(C(C(O5)C)O)NC(=O)C(F)(F)F)O. Cell line: COLO 205. Synergy scores: CSS=46.9, Synergy_ZIP=-3.28, Synergy_Bliss=-4.38, Synergy_Loewe=-3.45, Synergy_HSA=-3.14. (5) Drug 1: COC1=CC(=CC(=C1O)OC)C2C3C(COC3=O)C(C4=CC5=C(C=C24)OCO5)OC6C(C(C7C(O6)COC(O7)C8=CC=CS8)O)O. Drug 2: COC1=C2C(=CC3=C1OC=C3)C=CC(=O)O2. Cell line: 786-0. Synergy scores: CSS=21.3, Synergy_ZIP=1.50, Synergy_Bliss=1.34, Synergy_Loewe=-29.7, Synergy_HSA=0.218. (6) Drug 1: C1=CC(=C2C(=C1NCCNCCO)C(=O)C3=C(C=CC(=C3C2=O)O)O)NCCNCCO. Drug 2: C1CN(CCN1C(=O)CCBr)C(=O)CCBr. Cell line: T-47D. Synergy scores: CSS=38.4, Synergy_ZIP=0.355, Synergy_Bliss=3.05, Synergy_Loewe=-12.7, Synergy_HSA=5.04. (7) Drug 1: C1=C(C(=O)NC(=O)N1)N(CCCl)CCCl. Drug 2: COCCOC1=C(C=C2C(=C1)C(=NC=N2)NC3=CC=CC(=C3)C#C)OCCOC.Cl. Cell line: U251. Synergy scores: CSS=36.2, Synergy_ZIP=2.75, Synergy_Bliss=4.21, Synergy_Loewe=1.86, Synergy_HSA=4.45.